From a dataset of NCI-60 drug combinations with 297,098 pairs across 59 cell lines. Regression. Given two drug SMILES strings and cell line genomic features, predict the synergy score measuring deviation from expected non-interaction effect. (1) Drug 1: C1CN1P(=S)(N2CC2)N3CC3. Drug 2: CCCCC(=O)OCC(=O)C1(CC(C2=C(C1)C(=C3C(=C2O)C(=O)C4=C(C3=O)C=CC=C4OC)O)OC5CC(C(C(O5)C)O)NC(=O)C(F)(F)F)O. Cell line: MCF7. Synergy scores: CSS=35.0, Synergy_ZIP=-4.43, Synergy_Bliss=-2.06, Synergy_Loewe=-16.4, Synergy_HSA=-3.79. (2) Drug 1: C1=CN(C=N1)CC(O)(P(=O)(O)O)P(=O)(O)O. Drug 2: C1=NNC2=C1C(=O)NC=N2. Cell line: U251. Synergy scores: CSS=-2.73, Synergy_ZIP=-2.48, Synergy_Bliss=-9.87, Synergy_Loewe=-4.47, Synergy_HSA=-8.05. (3) Cell line: SR. Drug 1: CC12CCC(CC1=CCC3C2CCC4(C3CC=C4C5=CN=CC=C5)C)O. Drug 2: CC1CCC2CC(C(=CC=CC=CC(CC(C(=O)C(C(C(=CC(C(=O)CC(OC(=O)C3CCCCN3C(=O)C(=O)C1(O2)O)C(C)CC4CCC(C(C4)OC)OCCO)C)C)O)OC)C)C)C)OC. Synergy scores: CSS=42.5, Synergy_ZIP=-11.8, Synergy_Bliss=-15.8, Synergy_Loewe=-17.3, Synergy_HSA=-11.0.